Dataset: Peptide-MHC class I binding affinity with 185,985 pairs from IEDB/IMGT. Task: Regression. Given a peptide amino acid sequence and an MHC pseudo amino acid sequence, predict their binding affinity value. This is MHC class I binding data. The peptide sequence is GKKHMIAGVL. The MHC is HLA-B08:01 with pseudo-sequence HLA-B08:01. The binding affinity (normalized) is 0.132.